From a dataset of TCR-epitope binding with 47,182 pairs between 192 epitopes and 23,139 TCRs. Binary Classification. Given a T-cell receptor sequence (or CDR3 region) and an epitope sequence, predict whether binding occurs between them. (1) The TCR CDR3 sequence is CASSNRDRGDYEQYF. Result: 1 (the TCR binds to the epitope). The epitope is TPRVTGGGAM. (2) The epitope is TTLPVNVAF. The TCR CDR3 sequence is CASSFVSQGNTEAFF. Result: 0 (the TCR does not bind to the epitope). (3) The epitope is GVAMPNLYK. The TCR CDR3 sequence is CASSYEPASYEQYF. Result: 0 (the TCR does not bind to the epitope). (4) The epitope is HLVDFQVTI. The TCR CDR3 sequence is CASSPPPAGGLYEQYF. Result: 1 (the TCR binds to the epitope). (5) Result: 1 (the TCR binds to the epitope). The TCR CDR3 sequence is CASSQNRDRFYEQYF. The epitope is TLIGDCATV. (6) The epitope is GILGFVFTL. The TCR CDR3 sequence is CASSSRSANEQFF. Result: 1 (the TCR binds to the epitope). (7) The epitope is TPRVTGGGAM. The TCR CDR3 sequence is CASSLALGVAKNIQYF. Result: 1 (the TCR binds to the epitope). (8) The epitope is ISPRTLNAW. The TCR CDR3 sequence is CASSTIAPGELFF. Result: 0 (the TCR does not bind to the epitope).